This data is from Reaction yield outcomes from USPTO patents with 853,638 reactions. The task is: Predict the reaction yield, written as a fraction of the theoretical maximum amount of product (1.0 means a 100% yield; for example, 0.34 means a 34% yield). (1) The product is [O:3]1[C:7]2([CH2:12][CH2:11][CH:10]([CH:13]([NH:18][C:19]([C:21]3[C:30]([NH:31][C:32]([NH:34][C:35]4[C:36]([CH3:43])=[CH:37][C:38]([CH3:42])=[CH:39][C:40]=4[CH3:41])=[O:33])=[CH:29][C:28]4[C:23](=[CH:24][CH:25]=[CH:26][CH:27]=4)[CH:22]=3)=[O:20])[C:14]([OH:16])=[O:15])[CH2:9][CH2:8]2)[O:6][CH2:5][CH2:4]1. The reactants are [Li+].[OH-].[O:3]1[C:7]2([CH2:12][CH2:11][CH:10]([CH:13]([NH:18][C:19]([C:21]3[C:30]([NH:31][C:32]([NH:34][C:35]4[C:40]([CH3:41])=[CH:39][C:38]([CH3:42])=[CH:37][C:36]=4[CH3:43])=[O:33])=[CH:29][C:28]4[C:23](=[CH:24][CH:25]=[CH:26][CH:27]=4)[CH:22]=3)=[O:20])[C:14]([O:16]C)=[O:15])[CH2:9][CH2:8]2)[O:6][CH2:5][CH2:4]1.C(OCC)(=O)C.Cl. The yield is 0.980. The catalyst is O.C1COCC1.CO. (2) The reactants are [C:1]1([CH2:11][NH:12][C:13]2[CH:18]=[CH:17][C:16]([O:19][CH3:20])=[CH:15][C:14]=2[N+:21]([O-])=O)[C:10]2[C:5](=[CH:6][CH:7]=[CH:8][CH:9]=2)[CH:4]=[CH:3][CH:2]=1.O1CCOCC1.[OH-].[Na+]. The catalyst is [Zn].C(O)C. The product is [C:1]1([CH2:11][NH:12][C:13]2[CH:18]=[CH:17][C:16]([O:19][CH3:20])=[CH:15][C:14]=2[NH2:21])[C:10]2[C:5](=[CH:6][CH:7]=[CH:8][CH:9]=2)[CH:4]=[CH:3][CH:2]=1. The yield is 0.910. (3) The reactants are [CH3:1][S:2]([OH:5])(=[O:4])=[O:3].[F:6][CH2:7][C:8]1([C:11]2[CH:12]=[C:13]([NH:23][C:24]([NH:26][C:27]3[C:36]4[C:31](=[CH:32][CH:33]=[CH:34][CH:35]=4)[C:30]([O:37][CH:38]4[CH2:43][CH2:42][N:41]([C:44]([C:46]5([CH3:49])[CH2:48][CH2:47]5)=[O:45])[CH2:40][CH2:39]4)=[N:29][CH:28]=3)=[O:25])[N:14]([C:16]3[CH:21]=[CH:20][C:19]([CH3:22])=[CH:18][CH:17]=3)[N:15]=2)[CH2:10][CH2:9]1. The catalyst is ClCCl. The product is [S:2]([OH:5])(=[O:4])(=[O:3])[CH3:1].[F:6][CH2:7][C:8]1([C:11]2[CH:12]=[C:13]([NH:23][C:24]([NH:26][C:27]3[C:36]4[C:31](=[CH:32][CH:33]=[CH:34][CH:35]=4)[C:30]([O:37][CH:38]4[CH2:39][CH2:40][N:41]([C:44]([C:46]5([CH3:49])[CH2:47][CH2:48]5)=[O:45])[CH2:42][CH2:43]4)=[N:29][CH:28]=3)=[O:25])[N:14]([C:16]3[CH:17]=[CH:18][C:19]([CH3:22])=[CH:20][CH:21]=3)[N:15]=2)[CH2:9][CH2:10]1. The yield is 0.960. (4) The reactants are C(N(C(C)C)C(C)C)C.[Cl:10][C:11]1[N:16]=[C:15]2[O:17][C:18]([C:24]3[CH:29]=[CH:28][C:27]([F:30])=[CH:26][CH:25]=3)=[C:19]([C:20](=[O:23])[NH:21][CH3:22])[C:14]2=[CH:13][C:12]=1[C:31]1[CH:32]=[C:33]([CH:37]=[CH:38][CH:39]=1)[C:34](O)=[O:35].CN(C(ON1N=[N:55][C:50]2[CH:51]=[CH:52][CH:53]=N[C:49]1=2)=[N+](C)C)C.F[P-](F)(F)(F)(F)F.Cl.C12(N)CC(C1)C2. The catalyst is CN(C=O)C.CCOC(C)=O.[NH4+].[Cl-]. The product is [C:50]12([NH:55][C:34]([C:33]3[CH:32]=[C:31]([C:12]4[CH:13]=[C:14]5[C:19]([C:20]([NH:21][CH3:22])=[O:23])=[C:18]([C:24]6[CH:29]=[CH:28][C:27]([F:30])=[CH:26][CH:25]=6)[O:17][C:15]5=[N:16][C:11]=4[Cl:10])[CH:39]=[CH:38][CH:37]=3)=[O:35])[CH2:53][CH:52]([CH2:51]1)[CH2:49]2. The yield is 0.790. (5) The reactants are [OH:1][CH:2]1[C:11]2[C:6](=[CH:7][CH:8]=[C:9]([N:12]3[C:17](=[O:18])[C:16]([CH2:19][C:20]4[CH:25]=[CH:24][C:23]([C:26]5[C:27]([C:32]#[N:33])=[CH:28][CH:29]=[CH:30][CH:31]=5)=[CH:22][CH:21]=4)=[C:15]([CH2:34][CH2:35][CH3:36])[N:14]=[C:13]3[CH3:37])[CH:10]=2)[O:5][C:4]([CH3:39])([CH3:38])[CH2:3]1.[H-].[Na+].I[CH3:43].S([O-])(O)(=O)=O.[K+]. The catalyst is CN(C)C=O. The product is [CH3:43][O:1][CH:2]1[C:11]2[C:6](=[CH:7][CH:8]=[C:9]([N:12]3[C:17](=[O:18])[C:16]([CH2:19][C:20]4[CH:25]=[CH:24][C:23]([C:26]5[C:27]([C:32]#[N:33])=[CH:28][CH:29]=[CH:30][CH:31]=5)=[CH:22][CH:21]=4)=[C:15]([CH2:34][CH2:35][CH3:36])[N:14]=[C:13]3[CH3:37])[CH:10]=2)[O:5][C:4]([CH3:38])([CH3:39])[CH2:3]1. The yield is 0.770. (6) The reactants are B(F)(F)F.CCOCC.[CH2:10]([C:14]1[CH:15]=[CH:16][C:17]2[CH2:23][CH2:22][CH2:21][O:20][CH2:19][C:18]=2[CH:24]=1)[CH:11]([CH3:13])[CH3:12]. The yield is 0.899. The catalyst is [Pd]. The product is [CH2:10]([C:14]1[CH:15]=[CH:16][C:17]([CH2:23][CH2:22][CH2:21][OH:20])=[C:18]([CH3:19])[CH:24]=1)[CH:11]([CH3:13])[CH3:12]. (7) The reactants are C([Li])CCC.Br[C:7]1[CH:12]=[CH:11][C:10]([C:13]([F:19])([F:18])[C:14]([F:17])([F:16])[F:15])=[CH:9][CH:8]=1.[B:20](OC)([O:23]C)[O:21]C.Cl. The catalyst is O1CCCC1.C(OCC)C. The product is [F:18][C:13]([F:19])([C:10]1[CH:11]=[CH:12][C:7]([B:20]([OH:23])[OH:21])=[CH:8][CH:9]=1)[C:14]([F:17])([F:16])[F:15]. The yield is 0.710.